This data is from Forward reaction prediction with 1.9M reactions from USPTO patents (1976-2016). The task is: Predict the product of the given reaction. (1) Given the reactants ClCC([NH:5][C:6]12[CH2:15][CH:10]3[CH2:11][CH:12]([CH2:14][C:8]([NH:16][C:17]([C:19]4[CH:24]=[CH:23][CH:22]=[CH:21][N:20]=4)=[O:18])([CH2:9]3)[CH2:7]1)[CH2:13]2)=O.NC(N)=S.C(O)C.[OH-].[Na+], predict the reaction product. The product is: [NH2:5][C:6]12[CH2:15][CH:10]3[CH2:11][CH:12]([CH2:14][C:8]([NH:16][C:17]([C:19]4[CH:24]=[CH:23][CH:22]=[CH:21][N:20]=4)=[O:18])([CH2:9]3)[CH2:7]1)[CH2:13]2. (2) Given the reactants [CH3:1][C:2]1[N:3]=[C:4]([C:10]2[N:11]=[C:12]3[N:22]([CH:23]=2)[CH2:21][CH2:20][O:19][C:18]2[C:13]3=[CH:14][C:15]([CH:24]([OH:26])[CH3:25])=[CH:16][CH:17]=2)[N:5]([CH:7]([CH3:9])[CH3:8])[CH:6]=1.[CH3:27][S:28](Cl)(=[O:30])=[O:29], predict the reaction product. The product is: [CH3:27][S:28]([O:26][CH:24]([C:15]1[CH:14]=[C:13]2[C:18]([O:19][CH2:20][CH2:21][N:22]3[C:12]2=[N:11][C:10]([C:4]2[N:5]([CH:7]([CH3:9])[CH3:8])[CH:6]=[C:2]([CH3:1])[N:3]=2)=[CH:23]3)=[CH:17][CH:16]=1)[CH3:25])(=[O:30])=[O:29]. (3) Given the reactants [C:1]([NH:8][C@H:9]([C:14](O)=[O:15])[CH2:10][CH:11]([CH3:13])[CH3:12])([O:3][C:4]([CH3:7])([CH3:6])[CH3:5])=[O:2].[H-].[H-].[H-].[H-].[Li+].[Al+3].OS([O-])(=O)=O.[K+].O, predict the reaction product. The product is: [C:1]([NH:8][C@H:9]([CH:14]=[O:15])[CH2:10][CH:11]([CH3:12])[CH3:13])([O:3][C:4]([CH3:5])([CH3:7])[CH3:6])=[O:2]. (4) The product is: [CH2:40]([C@@H:42]1[CH2:51][C:50]2[N:49]=[CH:48][N:47]=[C:46]([N:52]3[CH2:58][C:57]4[CH:59]=[C:60]([C:27]5[CH:28]=[C:23]6[NH:22][C:21]([C@H:19]([NH2:10])[CH3:20])=[N:30][C:24]6=[N:25][CH:26]=5)[CH:61]=[CH:62][C:56]=4[O:55][CH2:54][CH2:53]3)[C:45]=2[CH2:44][CH2:43]1)[CH3:41]. Given the reactants C1(COC(=O)[N:10]([C@@H:19]([C:21]2[N:30](COCC[Si](C)(C)C)[C:24]3=[N:25][CH:26]=[C:27](Br)[CH:28]=[C:23]3[N:22]=2)[CH3:20])COCC[Si](C)(C)C)C=CC=CC=1.[CH2:40]([C@@H:42]1[CH2:51][C:50]2[N:49]=[CH:48][N:47]=[C:46]([N:52]3[CH2:58][C:57]4[CH:59]=[C:60](B(O)O)[CH:61]=[CH:62][C:56]=4[O:55][CH2:54][CH2:53]3)[C:45]=2[CH2:44][CH2:43]1)[CH3:41], predict the reaction product. (5) Given the reactants [Cl:1][C:2]1[C:7]([C:8]#[N:9])=[C:6]([CH3:10])[CH:5]=[C:4]([Cl:11])[N:3]=1.CO[CH:14](OC)[N:15]([CH3:17])[CH3:16], predict the reaction product. The product is: [Cl:1][C:2]1[C:7]([C:8]#[N:9])=[C:6](/[CH:10]=[CH:14]/[N:15]([CH3:17])[CH3:16])[CH:5]=[C:4]([Cl:11])[N:3]=1. (6) Given the reactants CON(C)[C:4](=[O:40])[CH2:5][O:6][CH:7]([C:9]1[CH:10]=[N:11][C:12]([N:15]2[CH:19]=[CH:18][C:17]([CH:20]([C:22]3[CH:39]=[CH:38][C:25]4[N:26]([CH2:30][O:31][CH2:32][CH2:33][Si:34]([CH3:37])([CH3:36])[CH3:35])[C:27](=[O:29])[S:28][C:24]=4[CH:23]=3)[CH3:21])=[N:16]2)=[CH:13][CH:14]=1)[CH3:8].[CH3:42][Mg]Br, predict the reaction product. The product is: [CH2:5]([O:6][CH:7]([C:9]1[CH:14]=[CH:13][C:12]([N:15]2[CH:19]=[CH:18][C:17]([CH:20]([C:22]3[CH:39]=[CH:38][C:25]4[N:26]([CH2:30][O:31][CH2:32][CH2:33][Si:34]([CH3:37])([CH3:36])[CH3:35])[C:27](=[O:29])[S:28][C:24]=4[CH:23]=3)[CH3:21])=[N:16]2)=[N:11][CH:10]=1)[CH3:8])[C:4]([CH3:42])=[O:40]. (7) The product is: [CH3:1][C:2]1[C:11]2[C:6](=[CH:7][CH:8]=[CH:9][CH:10]=2)[C:5]([C:12]([O:14][CH3:16])=[O:13])=[CH:4][CH:3]=1. Given the reactants [CH3:1][C:2]1[C:11]2[C:6](=[CH:7][CH:8]=[CH:9][CH:10]=2)[C:5]([C:12]([OH:14])=[O:13])=[CH:4][CH:3]=1.Cl.[CH3:16]O, predict the reaction product.